From a dataset of Forward reaction prediction with 1.9M reactions from USPTO patents (1976-2016). Predict the product of the given reaction. (1) Given the reactants ClC(OCC(C)C)=O.[CH2:9]([N:16]([CH2:29][C:30]([OH:32])=O)[CH2:17][CH2:18][C:19]1[CH:24]=[CH:23][C:22]([CH2:25][CH:26]([CH3:28])[CH3:27])=[CH:21][CH:20]=1)[C:10]1[CH:15]=[CH:14][CH:13]=[CH:12][CH:11]=1.CCN(C(C)C)C(C)C.Cl.[CH3:43][NH:44][O:45][CH3:46], predict the reaction product. The product is: [CH2:9]([N:16]([CH2:17][CH2:18][C:19]1[CH:24]=[CH:23][C:22]([CH2:25][CH:26]([CH3:28])[CH3:27])=[CH:21][CH:20]=1)[CH2:29][C:30]([N:44]([O:45][CH3:46])[CH3:43])=[O:32])[C:10]1[CH:15]=[CH:14][CH:13]=[CH:12][CH:11]=1. (2) Given the reactants N[C:2]1[CH:3]=[C:4]([CH:8]=[C:9]([C:11]([O:13][CH3:14])=[O:12])[CH:10]=1)[C:5]([OH:7])=[O:6].Cl.N([O-])=O.[Na+].[I-:20].[K+], predict the reaction product. The product is: [I:20][C:2]1[CH:3]=[C:4]([CH:8]=[C:9]([C:11]([O:13][CH3:14])=[O:12])[CH:10]=1)[C:5]([OH:7])=[O:6].